This data is from Forward reaction prediction with 1.9M reactions from USPTO patents (1976-2016). The task is: Predict the product of the given reaction. (1) Given the reactants [O:1]=[C:2]([CH3:40])[S:3][CH2:4][CH2:5][CH2:6][CH2:7][CH2:8][CH2:9][CH2:10][CH2:11][CH2:12][CH2:13][CH2:14][O:15][CH2:16][CH2:17][O:18][CH2:19][CH2:20][O:21][CH2:22][CH2:23][O:24][C:25]1[CH:39]=[CH:38][C:28]([O:29][CH2:30][C:31]([O:33]C(C)(C)C)=[O:32])=[CH:27][CH:26]=1, predict the reaction product. The product is: [O:1]=[C:2]([CH3:40])[S:3][CH2:4][CH2:5][CH2:6][CH2:7][CH2:8][CH2:9][CH2:10][CH2:11][CH2:12][CH2:13][CH2:14][O:15][CH2:16][CH2:17][O:18][CH2:19][CH2:20][O:21][CH2:22][CH2:23][O:24][C:25]1[CH:39]=[CH:38][C:28]([O:29][CH2:30][C:31]([OH:33])=[O:32])=[CH:27][CH:26]=1. (2) Given the reactants [O:1]1[C:5]2[CH:6]=[CH:7][C:8]([CH:10]3[C:22]4[NH:21][C:20]5[C:15](=[CH:16][CH:17]=[CH:18][CH:19]=5)[C:14]=4[CH2:13][CH2:12][NH:11]3)=[CH:9][C:4]=2[CH2:3][CH2:2]1.Br[C:24]1[CH:29]=[CH:28][C:27]([Br:30])=[CH:26][N:25]=1.C1C=CC(P(C2C=CC=CC=2)CCCP(C2C=CC=CC=2)C2C=CC=CC=2)=CC=1.CC([O-])(C)C.[Na+], predict the reaction product. The product is: [Br:30][C:27]1[CH:28]=[CH:29][C:24]([N:11]2[CH2:12][CH2:13][C:14]3[C:15]4[C:20](=[CH:19][CH:18]=[CH:17][CH:16]=4)[NH:21][C:22]=3[CH:10]2[C:8]2[CH:7]=[CH:6][C:5]3[O:1][CH2:2][CH2:3][C:4]=3[CH:9]=2)=[N:25][CH:26]=1. (3) The product is: [F:6][C:7]1[C:8]([NH:23][C@@H:24]2[CH2:29][CH2:28][CH2:27][N:26]([C:30](=[O:33])[CH:31]=[CH2:32])[CH2:25]2)=[N:9][C:10]([NH:13][C:14]2[CH:15]=[C:16]3[C:20](=[CH:21][CH:22]=2)[CH2:19][N:18]([CH:2]([CH3:3])[CH3:34])[CH2:17]3)=[N:11][CH:12]=1. Given the reactants I[CH2:2][C:3](N)=O.[F:6][C:7]1[C:8]([NH:23][C@@H:24]2[CH2:29][CH2:28][CH2:27][N:26]([C:30](=[O:33])[CH:31]=[CH2:32])[CH2:25]2)=[N:9][C:10]([NH:13][C:14]2[CH:15]=[C:16]3[C:20](=[CH:21][CH:22]=2)[CH2:19][NH:18][CH2:17]3)=[N:11][CH:12]=1.[C:34]([O-])([O-])=O.[K+].[K+], predict the reaction product.